From a dataset of Catalyst prediction with 721,799 reactions and 888 catalyst types from USPTO. Predict which catalyst facilitates the given reaction. Reactant: [CH3:1][O:2][C:3]1[CH:4]=[C:5]([C:11]([C@@H:13]2[C@:22]3([CH3:23])[C@H:17]([C:18]([CH3:25])([CH3:24])[CH2:19][CH2:20][CH2:21]3)[CH2:16][C:15](=[O:26])[C@@H:14]2[CH3:27])=[O:12])[CH:6]=[C:7]([O:9][CH3:10])[CH:8]=1.[OH-].[Na+]. Product: [CH3:10][O:9][C:7]1[CH:6]=[C:5]([C:11]([C@@H:13]2[C@:22]3([CH3:23])[C@H:17]([C:18]([CH3:25])([CH3:24])[CH2:19][CH2:20][CH2:21]3)[CH2:16][C:15](=[O:26])[C@H:14]2[CH3:27])=[O:12])[CH:4]=[C:3]([O:2][CH3:1])[CH:8]=1. The catalyst class is: 92.